This data is from Catalyst prediction with 721,799 reactions and 888 catalyst types from USPTO. The task is: Predict which catalyst facilitates the given reaction. (1) Reactant: [F:1][C:2]1[CH:10]=[N:9][CH:8]=[CH:7][C:3]=1[C:4]([OH:6])=O.ClC1N=C(OC)N=C(OC)N=1.CN1CCOCC1.[F:29][C:30]1[CH:31]=[C:32]([NH2:46])[CH:33]=[CH:34][C:35]=1[C:36]1[N:40]([CH3:41])[N:39]=[C:38]([C:42]([F:45])([F:44])[F:43])[CH:37]=1.CC(=O)OCC.[Cl-].[Na+].O. Product: [F:1][C:2]1[CH:10]=[N:9][CH:8]=[CH:7][C:3]=1[C:4]([NH:46][C:32]1[CH:33]=[CH:34][C:35]([C:36]2[N:40]([CH3:41])[N:39]=[C:38]([C:42]([F:44])([F:45])[F:43])[CH:37]=2)=[C:30]([F:29])[CH:31]=1)=[O:6]. The catalyst class is: 2. (2) Reactant: [CH3:1][C:2]1[N:7]=[C:6]2[S:8][C:9]3[CH2:14][CH2:13][CH2:12][CH2:11][C:10]=3[C:5]2=[C:4]([C:15]2[CH:20]=[CH:19][C:18]([Cl:21])=[C:17]([Cl:22])[CH:16]=2)[C:3]=1[CH2:23][C:24]([O:26][CH3:27])=[O:25].[Li+].C[Si]([N-][Si](C)(C)C)(C)C.[CH2:38]1[CH2:42]OC[CH2:39]1.ICCC. Product: [CH3:1][C:2]1[N:7]=[C:6]2[S:8][C:9]3[CH2:14][CH2:13][CH2:12][CH2:11][C:10]=3[C:5]2=[C:4]([C:15]2[CH:20]=[CH:19][C:18]([Cl:21])=[C:17]([Cl:22])[CH:16]=2)[C:3]=1[CH:23]([CH2:39][CH2:38][CH3:42])[C:24]([O:26][CH3:27])=[O:25]. The catalyst class is: 3. (3) Reactant: [CH3:1][CH:2]([N:4]1[C:8]([CH2:9][N:10]2[CH2:15][CH2:14][O:13][CH2:12][CH2:11]2)=[CH:7][C:6]([C:16]([O:18]C(C)(C)C)=[O:17])=[N:5]1)[CH3:3].Cl. Product: [CH3:3][CH:2]([N:4]1[C:8]([CH2:9][N:10]2[CH2:15][CH2:14][O:13][CH2:12][CH2:11]2)=[CH:7][C:6]([C:16]([OH:18])=[O:17])=[N:5]1)[CH3:1]. The catalyst class is: 12. (4) Reactant: [CH2:1]([O:3][C:4](=[O:16])[CH2:5][O:6][C:7]1[CH:12]=[CH:11][CH:10]=[C:9]([N+:13]([O-])=O)[CH:8]=1)[CH3:2]. Product: [CH2:1]([O:3][C:4](=[O:16])[CH2:5][O:6][C:7]1[CH:12]=[CH:11][CH:10]=[C:9]([NH2:13])[CH:8]=1)[CH3:2]. The catalyst class is: 19. (5) Reactant: Br[C:2]1[CH:7]=[CH:6][C:5]([C:8]2[NH:12][C:11]3[CH:13]=[CH:14][CH:15]=[C:16]([C:17]([NH2:19])=[O:18])[C:10]=3[N:9]=2)=[CH:4][CH:3]=1.[CH:20]([C:22]1[CH:27]=[CH:26][C:25](B(O)O)=[CH:24][CH:23]=1)=[O:21].C(=O)([O-])[O-].[Na+].[Na+]. Product: [CH:20]([C:22]1[CH:27]=[CH:26][C:25]([C:2]2[CH:7]=[CH:6][C:5]([C:8]3[NH:12][C:11]4[CH:13]=[CH:14][CH:15]=[C:16]([C:17]([NH2:19])=[O:18])[C:10]=4[N:9]=3)=[CH:4][CH:3]=2)=[CH:24][CH:23]=1)=[O:21]. The catalyst class is: 75.